This data is from Full USPTO retrosynthesis dataset with 1.9M reactions from patents (1976-2016). The task is: Predict the reactants needed to synthesize the given product. (1) Given the product [F:36][C:33]1[CH:34]=[CH:35][C:30]([C:17]2[N:18]([Si:20]([CH:24]([CH3:26])[CH3:25])([CH:27]([CH3:29])[CH3:28])[CH:21]([CH3:22])[CH3:23])[CH:19]=[C:15]([C:11]3([OH:14])[CH2:10][CH2:9][NH:8][CH2:13][CH2:12]3)[C:16]=2[C:37]2[CH:38]=[CH:39][N:40]=[CH:41][CH:42]=2)=[CH:31][CH:32]=1, predict the reactants needed to synthesize it. The reactants are: C([N:8]1[CH2:13][CH2:12][C:11]([C:15]2[C:16]([C:37]3[CH:42]=[CH:41][N:40]=[CH:39][CH:38]=3)=[C:17]([C:30]3[CH:35]=[CH:34][C:33]([F:36])=[CH:32][CH:31]=3)[N:18]([Si:20]([CH:27]([CH3:29])[CH3:28])([CH:24]([CH3:26])[CH3:25])[CH:21]([CH3:23])[CH3:22])[CH:19]=2)([OH:14])[CH2:10][CH2:9]1)C1C=CC=CC=1. (2) Given the product [CH2:12]([O:11][C:9](=[O:10])[C:7]1[CH:8]=[C:3]([C:1]#[N:2])[C:4]([N:16]2[CH2:19][CH:18]([C:20](=[O:21])[NH:34][S:31]([CH2:30][C:27]3[CH:28]=[CH:29][C:24]([Cl:23])=[CH:25][CH:26]=3)(=[O:33])=[O:32])[CH2:17]2)=[N:5][C:6]=1[O:14][CH3:15])[CH3:13], predict the reactants needed to synthesize it. The reactants are: [C:1]([C:3]1[C:4]([N:16]2[CH2:19][CH:18]([C:20](O)=[O:21])[CH2:17]2)=[N:5][C:6]([O:14][CH3:15])=[C:7]([C:9]([O:11][CH2:12][CH3:13])=[O:10])[CH:8]=1)#[N:2].[Cl:23][C:24]1[CH:29]=[CH:28][C:27]([CH2:30][S:31]([NH2:34])(=[O:33])=[O:32])=[CH:26][CH:25]=1. (3) Given the product [OH:10][CH2:9][CH2:8][C:4]1[CH:3]=[C:2]([Br:1])[CH:7]=[CH:6][CH:5]=1, predict the reactants needed to synthesize it. The reactants are: [Br:1][C:2]1[CH:3]=[C:4]([CH2:8][C:9](O)=[O:10])[CH:5]=[CH:6][CH:7]=1.B#B.O. (4) Given the product [CH:67]1([C@H:62]([NH:61][C:18]([C:17]2[CH:16]=[C:15]([C:21]3[CH:22]=[CH:23][CH:24]=[CH:25][CH:26]=3)[S:14][C:13]=2[NH:12][C:10]([NH:9][C:3]2[C:4]([Cl:8])=[CH:5][CH:6]=[CH:7][C:2]=2[Cl:1])=[O:11])=[O:19])[C:63]([O:65][CH3:66])=[O:64])[CH2:72][CH2:71][CH2:70][CH2:69][CH2:68]1, predict the reactants needed to synthesize it. The reactants are: [Cl:1][C:2]1[CH:7]=[CH:6][CH:5]=[C:4]([Cl:8])[C:3]=1[NH:9][C:10]([NH:12][C:13]1[S:14][C:15]([C:21]2[CH:26]=[CH:25][CH:24]=[CH:23][CH:22]=2)=[CH:16][C:17]=1[C:18](O)=[O:19])=[O:11].CN(C(ON1N=NC2C=CC=NC1=2)=[N+](C)C)C.F[P-](F)(F)(F)(F)F.CCN(C(C)C)C(C)C.Cl.[NH2:61][C@@H:62]([CH:67]1[CH2:72][CH2:71][CH2:70][CH2:69][CH2:68]1)[C:63]([O:65][CH3:66])=[O:64]. (5) Given the product [I:1][C:2]1[CH:7]=[CH:6][N:5]=[C:4]2[N:8]([C:24]3[C:23]([N+:30]([O-:32])=[O:31])=[CH:22][CH:29]=[CH:28][C:25]=3[C:26]#[N:27])[N:9]=[C:10]([C:11]([F:14])([F:12])[F:13])[C:3]=12, predict the reactants needed to synthesize it. The reactants are: [I:1][C:2]1[CH:7]=[CH:6][N:5]=[C:4]2[NH:8][N:9]=[C:10]([C:11]([F:14])([F:13])[F:12])[C:3]=12.C(=O)([O-])[O-].[Cs+].[Cs+].Cl[C:22]1[CH:29]=[CH:28][C:25]([C:26]#[N:27])=[CH:24][C:23]=1[N+:30]([O-:32])=[O:31].[Cl-].[NH4+].